From a dataset of Catalyst prediction with 721,799 reactions and 888 catalyst types from USPTO. Predict which catalyst facilitates the given reaction. (1) Reactant: [OH:1][CH:2]([CH2:19][NH:20][CH2:21][C:22]1[CH:27]=[CH:26][CH:25]=[C:24]([O:28][CH3:29])[CH:23]=1)[CH:3]([NH:11][C:12](=[O:18])OC(C)(C)C)[CH2:4][C:5]1[CH:10]=[CH:9][CH:8]=[CH:7][CH:6]=1.C(O)(C(F)(F)F)=O.[CH3:37][N:38]([CH2:50][C:51]1[S:52][CH:53]=[C:54]([CH3:56])[N:55]=1)[C:39](=[O:49])[C:40]1[CH:41]=[C:42]([CH:46]=[CH:47][CH:48]=1)C(O)=O.CCN=C=NCCCN(C)C.C1C=CC2N(O)N=NC=2C=1. Product: [OH:1][C@H:2]([CH2:19][NH:20][CH2:21][C:22]1[CH:27]=[CH:26][CH:25]=[C:24]([O:28][CH3:29])[CH:23]=1)[C@@H:3]([NH:11][C:12](=[O:18])[C:47]1[CH:46]=[CH:42][CH:41]=[C:40]([C:39]([N:38]([CH3:37])[CH2:50][C:51]2[S:52][CH:53]=[C:54]([CH3:56])[N:55]=2)=[O:49])[CH:48]=1)[CH2:4][C:5]1[CH:6]=[CH:7][CH:8]=[CH:9][CH:10]=1. The catalyst class is: 4. (2) Reactant: C(O)(C(F)(F)F)=O.C(OC([N:15]1[CH2:20][CH2:19][CH:18]([C:21]2[C:29]3[C:24](=[CH:25][CH:26]=[C:27]([C:30]([O:32][CH3:33])=[O:31])[CH:28]=3)[NH:23][CH:22]=2)[CH2:17][CH2:16]1)=O)(C)(C)C. Product: [NH:15]1[CH2:16][CH2:17][CH:18]([C:21]2[C:29]3[C:24](=[CH:25][CH:26]=[C:27]([C:30]([O:32][CH3:33])=[O:31])[CH:28]=3)[NH:23][CH:22]=2)[CH2:19][CH2:20]1. The catalyst class is: 2.